Dataset: Catalyst prediction with 721,799 reactions and 888 catalyst types from USPTO. Task: Predict which catalyst facilitates the given reaction. (1) Reactant: S(Cl)([Cl:3])=O.[CH2:5]([N:7]([CH2:17][CH3:18])[C:8]1[CH:16]=[CH:15][C:11]([C:12](O)=[O:13])=[CH:10][CH:9]=1)[CH3:6]. Product: [CH2:5]([N:7]([CH2:17][CH3:18])[C:8]1[CH:16]=[CH:15][C:11]([C:12]([Cl:3])=[O:13])=[CH:10][CH:9]=1)[CH3:6]. The catalyst class is: 48. (2) Reactant: [CH3:1][O:2][C:3](=[O:14])[C:4]1[CH:9]=[C:8](Cl)[CH:7]=[CH:6][C:5]=1[N+:11]([O-:13])=[O:12].[OH:15][C:16]1[CH:17]=[C:18]2[C:23](=[CH:24][CH:25]=1)[N:22]=[CH:21][CH:20]=[CH:19]2.C(=O)([O-])[O-].[Na+].[Na+]. Product: [CH3:1][O:2][C:3](=[O:14])[C:4]1[CH:9]=[C:8]([O:15][C:16]2[CH:17]=[C:18]3[C:23](=[CH:24][CH:25]=2)[N:22]=[CH:21][CH:20]=[CH:19]3)[CH:7]=[CH:6][C:5]=1[N+:11]([O-:13])=[O:12]. The catalyst class is: 3. (3) Reactant: [N:1]([CH2:4][CH2:5][O:6][CH2:7][CH2:8][O:9][CH2:10][CH2:11][OH:12])=[N+:2]=[N-:3].C(N(CC)CC)C.[S:20](Cl)([C:23]1[CH:29]=[CH:28][C:26]([CH3:27])=[CH:25][CH:24]=1)(=[O:22])=[O:21]. Product: [CH3:27][C:26]1[CH:28]=[CH:29][C:23]([S:20]([O:12][CH2:11][CH2:10][O:9][CH2:8][CH2:7][O:6][CH2:5][CH2:4][N:1]=[N+:2]=[N-:3])(=[O:22])=[O:21])=[CH:24][CH:25]=1. The catalyst class is: 172. (4) Reactant: [CH3:1][O:2][CH:3]1[CH2:7][CH2:6][N:5]([C:8]2[CH:9]=[C:10]([S:14]([O-:16])=[O:15])[CH:11]=[CH:12][CH:13]=2)[CH2:4]1.[Li+].C1C(=O)N([Cl:25])C(=O)C1. Product: [CH3:1][O:2][CH:3]1[CH2:7][CH2:6][N:5]([C:8]2[CH:9]=[C:10]([S:14]([Cl:25])(=[O:16])=[O:15])[CH:11]=[CH:12][CH:13]=2)[CH2:4]1. The catalyst class is: 4. (5) Reactant: [Cl:1][C:2]1[CH:10]=[CH:9][C:5]([C:6]([OH:8])=O)=[CH:4][N:3]=1.Cl.C(N=C=NCCCN(C)C)C.OC1C2N=NNC=2C=CC=1.C(N(CC)CC)C.[Cl:40][C:41]1[CH:46]=[CH:45][C:44]([NH2:47])=[C:43]([NH2:48])[CH:42]=1. Product: [NH2:48][C:43]1[CH:42]=[C:41]([Cl:40])[CH:46]=[CH:45][C:44]=1[NH:47][C:6](=[O:8])[C:5]1[CH:9]=[CH:10][C:2]([Cl:1])=[N:3][CH:4]=1. The catalyst class is: 650.